Dataset: Full USPTO retrosynthesis dataset with 1.9M reactions from patents (1976-2016). Task: Predict the reactants needed to synthesize the given product. (1) Given the product [Cl:1][C:2]1[N:3]=[C:4]([N:12]2[CH2:13][CH2:14][O:15][CH2:16][CH2:17]2)[C:5]2[S:10][C:9]([I:51])=[C:8]([CH3:11])[C:6]=2[N:7]=1, predict the reactants needed to synthesize it. The reactants are: [Cl:1][C:2]1[N:3]=[C:4]([N:12]2[CH2:17][CH2:16][O:15][CH2:14][CH2:13]2)[C:5]2[S:10][CH:9]=[C:8]([CH3:11])[C:6]=2[N:7]=1.ClC1N=C(N2CCOCC2)C2SC=CC=2N=1.C(OC(C1SC=C(C)C=1N)=O)C.[Li]CCCC.[I:51]I. (2) Given the product [Br:27][C:6]1[C:5]([O:28][CH2:29][C:30]2[CH:35]=[CH:34][CH:33]=[C:32]([O:36][CH3:37])[CH:31]=2)=[C:4]([CH:9]=[C:8]([CH:10]2[C:19]3[C:18](=[O:20])[CH2:17][CH:16]([CH2:21][CH2:22][CH3:23])[CH2:15][C:14]=3[NH:13][C:12]([CH3:24])=[C:11]2[C:25]#[N:26])[CH:7]=1)[C:3]([OH:38])=[O:2], predict the reactants needed to synthesize it. The reactants are: C[O:2][C:3](=[O:38])[C:4]1[CH:9]=[C:8]([CH:10]2[C:19]3[C:18](=[O:20])[CH2:17][CH:16]([CH2:21][CH2:22][CH3:23])[CH2:15][C:14]=3[NH:13][C:12]([CH3:24])=[C:11]2[C:25]#[N:26])[CH:7]=[C:6]([Br:27])[C:5]=1[O:28][CH2:29][C:30]1[CH:35]=[CH:34][CH:33]=[C:32]([O:36][CH3:37])[CH:31]=1.C(O)(=O)C.